Dataset: Catalyst prediction with 721,799 reactions and 888 catalyst types from USPTO. Task: Predict which catalyst facilitates the given reaction. Reactant: Cl[C:2]1[CH:11]=[CH:10][N:9]=[C:8]2[C:3]=1[CH:4]=[CH:5][C:6]([CH3:12])=[N:7]2.[NH2:13][C:14]1[CH:27]=[C:26]([Cl:28])[CH:25]=[CH:24][C:15]=1[O:16][C:17]1[CH:22]=[CH:21][C:20]([OH:23])=[CH:19][CH:18]=1. Product: [Cl:28][C:26]1[CH:25]=[CH:24][C:15]([O:16][C:17]2[CH:18]=[CH:19][C:20]([OH:23])=[CH:21][CH:22]=2)=[C:14]([NH:13][C:2]2[C:3]3[C:8](=[N:7][C:6]([CH3:12])=[CH:5][CH:4]=3)[N:9]=[CH:10][CH:11]=2)[CH:27]=1. The catalyst class is: 8.